The task is: Predict the reactants needed to synthesize the given product.. This data is from Full USPTO retrosynthesis dataset with 1.9M reactions from patents (1976-2016). (1) The reactants are: C(O)(=O)C.[NH2:5][C:6]1[N:11]([CH3:12])[C:10](=[O:13])[NH:9][C:8](=[O:14])[CH:7]=1.[N:15]([O-])=O.[Na+]. Given the product [NH2:15][C:7]1[C:8](=[O:14])[NH:9][C:10](=[O:13])[N:11]([CH3:12])[C:6]=1[NH2:5], predict the reactants needed to synthesize it. (2) Given the product [CH3:1][O:2][C:3]1[CH:11]=[C:10]2[C:6]([CH2:7][CH2:8][CH:9]2[NH:12][C:13]([NH2:15])=[O:14])=[CH:5][CH:4]=1, predict the reactants needed to synthesize it. The reactants are: [CH3:1][O:2][C:3]1[CH:11]=[C:10]2[C:6]([CH2:7][CH2:8][CH:9]2[NH:12][C:13]([NH2:15])=[O:14])=[CH:5][CH:4]=1.NC1[N:12]([CH:9]2[C:10]3[C:6](=[CH:5][CH:4]=[C:3]([O:2][CH3:1])[CH:11]=3)[CH2:7][CH2:8]2)[C:13](=[O:14])[NH:15]C(=O)C=1.C(CC(OCC)=O)#N.[Na].Cl. (3) Given the product [C:48]([C:46]1[O:45][N:44]=[C:43]([NH:42][C:40](=[O:41])[NH:39][C:36]2[CH:35]=[CH:34][C:33]([NH:32][C:14](=[O:16])[C:11]3[CH:10]=[CH:9][C:8]([N:5]4[CH2:4][CH2:3][N:2]([CH3:1])[CH2:7][CH2:6]4)=[CH:13][N:12]=3)=[CH:38][CH:37]=2)[CH:47]=1)([CH3:51])([CH3:49])[CH3:50], predict the reactants needed to synthesize it. The reactants are: [CH3:1][N:2]1[CH2:7][CH2:6][N:5]([C:8]2[CH:9]=[CH:10][C:11]([C:14]([OH:16])=O)=[N:12][CH:13]=2)[CH2:4][CH2:3]1.CCN(C(C)C)C(C)C.ClC(OCC)=O.[NH2:32][C:33]1[CH:38]=[CH:37][C:36]([NH:39][C:40]([NH:42][C:43]2[CH:47]=[C:46]([C:48]([CH3:51])([CH3:50])[CH3:49])[O:45][N:44]=2)=[O:41])=[CH:35][CH:34]=1. (4) Given the product [CH3:39][C:17]1[O:18][C:19]([C:21]2[CH2:25][C:24]([C:30]3[CH:35]=[C:34]([Cl:36])[C:33]([Cl:37])=[C:32]([Cl:38])[CH:31]=3)([C:26]([F:28])([F:27])[F:29])[O:23][N:22]=2)=[CH:20][C:16]=1[CH2:15][NH2:14], predict the reactants needed to synthesize it. The reactants are: FC(F)(F)C(O)=O.C(OC(=O)[NH:14][CH2:15][C:16]1[CH:20]=[C:19]([C:21]2[CH2:25][C:24]([C:30]3[CH:35]=[C:34]([Cl:36])[C:33]([Cl:37])=[C:32]([Cl:38])[CH:31]=3)([C:26]([F:29])([F:28])[F:27])[O:23][N:22]=2)[O:18][C:17]=1[CH3:39])(C)(C)C.[OH-].[Na+]. (5) Given the product [CH2:11]([O:18][C:19]1([OH:54])[CH2:32][C:31]([O:34][CH2:35][C:36]2[CH:37]=[CH:38][CH:39]=[CH:40][CH:41]=2)([OH:33])[C:30]([C:42]([N:44]2[CH2:52][C:51]3[C:46](=[CH:47][CH:48]=[C:49]([O:53][CH2:8][CH2:9][Cl:10])[CH:50]=3)[CH2:45]2)=[O:43])=[CH:29][CH:20]1[C:21]([N:23]([CH2:25][CH2:26][CH2:27][CH3:28])[CH3:24])=[O:22])[C:12]1[CH:13]=[CH:14][CH:15]=[CH:16][CH:17]=1, predict the reactants needed to synthesize it. The reactants are: C(=O)([O-])[O-].[K+].[K+].Br[CH2:8][CH2:9][Cl:10].[CH2:11]([O:18][C:19]1([OH:54])[CH2:32][C:31]([O:34][CH2:35][C:36]2[CH:41]=[CH:40][CH:39]=[CH:38][CH:37]=2)([OH:33])[C:30]([C:42]([N:44]2[CH2:52][C:51]3[C:46](=[CH:47][CH:48]=[C:49]([OH:53])[CH:50]=3)[CH2:45]2)=[O:43])=[CH:29][CH:20]1[C:21]([N:23]([CH2:25][CH2:26][CH2:27][CH3:28])[CH3:24])=[O:22])[C:12]1[CH:17]=[CH:16][CH:15]=[CH:14][CH:13]=1. (6) Given the product [CH2:1]([N:4]1[C:9]2[CH:10]=[C:11]([C:14]([OH:26])([C:29]([F:31])([F:30])[F:28])[CH:15]([C:17]3[CH:22]=[CH:21][C:20]([O:23][CH3:24])=[CH:19][C:18]=3[Cl:25])[CH3:16])[CH:12]=[CH:13][C:8]=2[O:7][CH2:6][C:5]1=[O:27])[CH:2]=[CH2:3], predict the reactants needed to synthesize it. The reactants are: [CH2:1]([N:4]1[C:9]2[CH:10]=[C:11]([C:14](=[O:26])[CH:15]([C:17]3[CH:22]=[CH:21][C:20]([O:23][CH3:24])=[CH:19][C:18]=3[Cl:25])[CH3:16])[CH:12]=[CH:13][C:8]=2[O:7][CH2:6][C:5]1=[O:27])[CH:2]=[CH2:3].[F:28][C:29]([Si](C)(C)C)([F:31])[F:30]. (7) Given the product [NH2:17][C@H:3]([C:4]1[CH:5]=[CH:6][C:7]([O:10][CH2:11][CH:12]([CH3:16])[CH2:13][CH2:14][CH3:15])=[CH:8][CH:9]=1)[C:2]([CH3:26])([OH:1])[CH3:25], predict the reactants needed to synthesize it. The reactants are: [OH:1][C:2]([CH3:26])([CH3:25])[C@H:3]([NH:17]C(=O)OC(C)(C)C)[C:4]1[CH:9]=[CH:8][C:7]([O:10][CH2:11][CH:12]([CH3:16])[CH2:13][CH2:14][CH3:15])=[CH:6][CH:5]=1.C(O)(C(F)(F)F)=O. (8) Given the product [F:1][C:2]1[CH:3]=[CH:4][C:5]([C@@H:8]2[CH2:10][C@H:9]2[C:11]([OH:13])=[O:12])=[CH:6][CH:7]=1, predict the reactants needed to synthesize it. The reactants are: [F:1][C:2]1[CH:7]=[CH:6][C:5]([C@@H:8]2[CH2:10][C@H:9]2[C:11]([O:13]CC)=[O:12])=[CH:4][CH:3]=1.[OH-].[K+].O. (9) Given the product [Cl:1][CH2:2][CH:3]1[C:11]2[C:10]3[C:12]([N+:16]([O-:18])=[O:17])=[CH:13][CH:14]=[CH:15][C:9]=3[CH:8]=[CH:7][C:6]=2[NH:5][CH2:4]1, predict the reactants needed to synthesize it. The reactants are: [Cl:1][CH2:2][CH:3]1[C:11]2[C:10]3[C:12]([N+:16]([O-:18])=[O:17])=[CH:13][CH:14]=[CH:15][C:9]=3[CH:8]=[CH:7][C:6]=2[N:5](C(=O)C(F)(F)F)[CH2:4]1.C([O-])([O-])=O.[Cs+].[Cs+].CC(O)=O. (10) The reactants are: [NH:1]1[CH2:6][CH2:5][CH:4]([N:7]2[C:15]3[C:10](=[CH:11][CH:12]=[C:13]([C:16]([NH2:18])=[O:17])[CH:14]=3)[CH:9]=[CH:8]2)[CH2:3][CH2:2]1.C(N(CC)CC)C.Br[CH2:27][C:28]([C:30]1[CH:35]=[C:34]([O:36][CH3:37])[CH:33]=[CH:32][C:31]=1[O:38][CH3:39])=[O:29]. Given the product [CH3:39][O:38][C:31]1[CH:32]=[CH:33][C:34]([O:36][CH3:37])=[CH:35][C:30]=1[C:28](=[O:29])[CH2:27][N:1]1[CH2:2][CH2:3][CH:4]([N:7]2[C:15]3[C:10](=[CH:11][CH:12]=[C:13]([C:16]([NH2:18])=[O:17])[CH:14]=3)[CH:9]=[CH:8]2)[CH2:5][CH2:6]1, predict the reactants needed to synthesize it.